From a dataset of NCI-60 drug combinations with 297,098 pairs across 59 cell lines. Regression. Given two drug SMILES strings and cell line genomic features, predict the synergy score measuring deviation from expected non-interaction effect. (1) Synergy scores: CSS=52.6, Synergy_ZIP=1.41, Synergy_Bliss=3.59, Synergy_Loewe=-24.2, Synergy_HSA=5.30. Drug 1: CCN(CC)CCNC(=O)C1=C(NC(=C1C)C=C2C3=C(C=CC(=C3)F)NC2=O)C. Drug 2: CC1C(C(CC(O1)OC2CC(CC3=C2C(=C4C(=C3O)C(=O)C5=CC=CC=C5C4=O)O)(C(=O)C)O)N)O. Cell line: UACC-257. (2) Synergy scores: CSS=9.44, Synergy_ZIP=-3.03, Synergy_Bliss=-0.761, Synergy_Loewe=-15.5, Synergy_HSA=-3.36. Cell line: SF-295. Drug 1: CC1=CC2C(CCC3(C2CCC3(C(=O)C)OC(=O)C)C)C4(C1=CC(=O)CC4)C. Drug 2: CC1=C2C(C(=O)C3(C(CC4C(C3C(C(C2(C)C)(CC1OC(=O)C(C(C5=CC=CC=C5)NC(=O)C6=CC=CC=C6)O)O)OC(=O)C7=CC=CC=C7)(CO4)OC(=O)C)O)C)OC(=O)C. (3) Drug 1: CC1=CC2C(CCC3(C2CCC3(C(=O)C)OC(=O)C)C)C4(C1=CC(=O)CC4)C. Drug 2: CC(C)(C#N)C1=CC(=CC(=C1)CN2C=NC=N2)C(C)(C)C#N. Cell line: HS 578T. Synergy scores: CSS=-11.5, Synergy_ZIP=2.53, Synergy_Bliss=-2.11, Synergy_Loewe=-9.64, Synergy_HSA=-7.92. (4) Drug 2: B(C(CC(C)C)NC(=O)C(CC1=CC=CC=C1)NC(=O)C2=NC=CN=C2)(O)O. Synergy scores: CSS=14.0, Synergy_ZIP=5.41, Synergy_Bliss=5.21, Synergy_Loewe=-16.2, Synergy_HSA=-5.42. Drug 1: CS(=O)(=O)CCNCC1=CC=C(O1)C2=CC3=C(C=C2)N=CN=C3NC4=CC(=C(C=C4)OCC5=CC(=CC=C5)F)Cl. Cell line: SK-MEL-28. (5) Drug 1: C#CCC(CC1=CN=C2C(=N1)C(=NC(=N2)N)N)C3=CC=C(C=C3)C(=O)NC(CCC(=O)O)C(=O)O. Drug 2: N.N.Cl[Pt+2]Cl. Cell line: K-562. Synergy scores: CSS=19.6, Synergy_ZIP=-9.45, Synergy_Bliss=-9.95, Synergy_Loewe=-15.8, Synergy_HSA=-7.99. (6) Drug 1: C1=CC(=C2C(=C1NCCNCCO)C(=O)C3=C(C=CC(=C3C2=O)O)O)NCCNCCO. Drug 2: C1=NC2=C(N=C(N=C2N1C3C(C(C(O3)CO)O)O)F)N. Cell line: EKVX. Synergy scores: CSS=16.5, Synergy_ZIP=-2.36, Synergy_Bliss=-0.971, Synergy_Loewe=-28.1, Synergy_HSA=-3.31. (7) Drug 1: C1=C(C(=O)NC(=O)N1)N(CCCl)CCCl. Drug 2: C1CN1P(=S)(N2CC2)N3CC3. Cell line: K-562. Synergy scores: CSS=42.4, Synergy_ZIP=-13.4, Synergy_Bliss=-8.41, Synergy_Loewe=-5.48, Synergy_HSA=-4.76.